Dataset: Reaction yield outcomes from USPTO patents with 853,638 reactions. Task: Predict the reaction yield, written as a fraction of the theoretical maximum amount of product (1.0 means a 100% yield; for example, 0.34 means a 34% yield). (1) The reactants are O[CH2:2][C:3]1[C:12]2[C:7](=[CH:8][CH:9]=[CH:10][CH:11]=2)[N:6]=[C:5]([CH3:13])[CH:4]=1.S(Cl)([Cl:16])=O. The catalyst is C(Cl)(Cl)Cl. The product is [Cl:16][CH2:2][C:3]1[C:12]2[C:7](=[CH:8][CH:9]=[CH:10][CH:11]=2)[N:6]=[C:5]([CH3:13])[CH:4]=1. The yield is 1.00. (2) The reactants are [F:1][C:2]([F:13])([F:12])[CH2:3][NH:4][C:5](=[O:11])[O:6][C:7]([CH3:10])([CH3:9])[CH3:8].CN(C)C=O.[H-].[Na+].[CH:21]([C:25]1[C:26]([Cl:34])=[N:27][C:28]([S:32][CH3:33])=[N:29][C:30]=1Cl)([CH2:23][CH3:24])[CH3:22]. The catalyst is O. The product is [CH:21]([C:25]1[C:30]([N:4]([CH2:3][C:2]([F:12])([F:13])[F:1])[C:5](=[O:11])[O:6][C:7]([CH3:8])([CH3:9])[CH3:10])=[N:29][C:28]([S:32][CH3:33])=[N:27][C:26]=1[Cl:34])([CH2:23][CH3:24])[CH3:22]. The yield is 0.630. (3) The reactants are [CH3:1][O:2][C:3](=[O:14])[C:4]1[CH:9]=[CH:8][C:7]([CH3:10])=[C:6]([N+:11]([O-:13])=[O:12])[CH:5]=1.[Br:15]N1C(=O)CCC1=O.N(C1(C#N)CCCCC1)=NC1(C#N)CCCCC1. The catalyst is C(Cl)(Cl)(Cl)Cl. The product is [CH3:1][O:2][C:3](=[O:14])[C:4]1[CH:9]=[CH:8][C:7]([CH2:10][Br:15])=[C:6]([N+:11]([O-:13])=[O:12])[CH:5]=1. The yield is 0.610. (4) The reactants are [CH3:1][NH:2][CH3:3].Br[C:5]1[CH:10]=[CH:9][C:8]([N:11]2[C:20](=[O:21])[C:19]3[C:14](=[CH:15][CH:16]=[CH:17][CH:18]=3)[N:13]=[C:12]2[C:22]2[CH:23]=[C:24]3[C:28](=[CH:29][CH:30]=2)[N:27](C(OC(C)(C)C)=O)[CH:26]=[CH:25]3)=[CH:7][CH:6]=1. The catalyst is CC([O-])=O.CC([O-])=O.[Pd+2].C1(C)C=CC=CC=1. The product is [CH3:1][N:2]([CH3:3])[C:5]1[CH:6]=[CH:7][C:8]([N:11]2[C:20](=[O:21])[C:19]3[C:14](=[CH:15][CH:16]=[CH:17][CH:18]=3)[N:13]=[C:12]2[C:22]2[CH:23]=[C:24]3[C:28](=[CH:29][CH:30]=2)[NH:27][CH:26]=[CH:25]3)=[CH:9][CH:10]=1. The yield is 0.330. (5) The reactants are CC1C=CC(S(O[CH2:12][CH:13]2[CH2:22][CH2:21][C:20]3[C:15](=[C:16]([C:23]4[CH:28]=[CH:27][CH:26]=[CH:25][C:24]=4[Cl:29])[CH:17]=[CH:18][CH:19]=3)[O:14]2)(=O)=O)=CC=1.[N-:30]=[N+:31]=[N-:32].[Na+]. The catalyst is CS(C)=O.C(OCC)C. The product is [N:30]([CH2:12][CH:13]1[CH2:22][CH2:21][C:20]2[C:15](=[C:16]([C:23]3[CH:28]=[CH:27][CH:26]=[CH:25][C:24]=3[Cl:29])[CH:17]=[CH:18][CH:19]=2)[O:14]1)=[N+:31]=[N-:32]. The yield is 0.820. (6) The reactants are [CH3:1][C:2]1[N:6]([CH2:7][C:8]2[C:17]3[C:12](=[CH:13][CH:14]=[CH:15][CH:16]=3)[CH:11]=[CH:10][CH:9]=2)[C:5]2[CH:18]=[C:19]([N:26]3[CH2:31][CH2:30][O:29][CH2:28][CH2:27]3)[CH:20]=[C:21]([C:22]([O:24]C)=[O:23])[C:4]=2[N:3]=1.[Li+].[OH-].Cl. The catalyst is C1COCC1.O. The product is [CH3:1][C:2]1[N:6]([CH2:7][C:8]2[C:17]3[C:12](=[CH:13][CH:14]=[CH:15][CH:16]=3)[CH:11]=[CH:10][CH:9]=2)[C:5]2[CH:18]=[C:19]([N:26]3[CH2:31][CH2:30][O:29][CH2:28][CH2:27]3)[CH:20]=[C:21]([C:22]([OH:24])=[O:23])[C:4]=2[N:3]=1. The yield is 0.910. (7) The reactants are [CH2:1]([S:8][CH:9]([CH:19]=O)[CH2:10][NH:11][C:12](=[O:18])[O:13][C:14]([CH3:17])([CH3:16])[CH3:15])[C:2]1[CH:7]=[CH:6][CH:5]=[CH:4][CH:3]=1.[NH:21]1[CH2:26][CH2:25][S:24][CH2:23][CH2:22]1.C(O[BH-](OC(=O)C)OC(=O)C)(=O)C.[Na+].C(=O)([O-])O.[Na+]. The catalyst is O1CCCC1. The product is [CH2:1]([S:8][CH:9]([CH2:19][N:21]1[CH2:26][CH2:25][S:24][CH2:23][CH2:22]1)[CH2:10][NH:11][C:12](=[O:18])[O:13][C:14]([CH3:17])([CH3:16])[CH3:15])[C:2]1[CH:7]=[CH:6][CH:5]=[CH:4][CH:3]=1. The yield is 0.910.